Dataset: Forward reaction prediction with 1.9M reactions from USPTO patents (1976-2016). Task: Predict the product of the given reaction. Given the reactants S(=O)(=O)(O)O.[CH:6]1[C:14]2[C:13]3[CH:15]=[CH:16][CH:17]=[CH:18][C:12]=3[S:11][C:10]=2[C:9]([C:19]([C:27]2[CH:32]=[CH:31][CH:30]=[CH:29][CH:28]=2)([C:21]2[CH:26]=[CH:25][CH:24]=[CH:23][CH:22]=2)O)=[CH:8][CH:7]=1.[C:33]1([OH:39])[CH:38]=[CH:37][CH:36]=[CH:35][CH:34]=1, predict the reaction product. The product is: [CH:6]1[C:14]2[C:13]3[CH:15]=[CH:16][CH:17]=[CH:18][C:12]=3[S:11][C:10]=2[C:9]([C:19]([C:27]2[CH:28]=[CH:29][CH:30]=[CH:31][CH:32]=2)([C:21]2[CH:22]=[CH:23][CH:24]=[CH:25][CH:26]=2)[C:36]2[CH:37]=[CH:38][C:33]([OH:39])=[CH:34][CH:35]=2)=[CH:8][CH:7]=1.